This data is from Full USPTO retrosynthesis dataset with 1.9M reactions from patents (1976-2016). The task is: Predict the reactants needed to synthesize the given product. (1) Given the product [I:21][C:22]1[C:23]([CH3:30])=[C:24]([CH:27]=[CH:28][CH:29]=1)[CH2:25][NH:26][C:6]1[C:5]([N+:9]([O-:11])=[O:10])=[CH:4][N:3]=[C:2]([Cl:1])[N:7]=1, predict the reactants needed to synthesize it. The reactants are: [Cl:1][C:2]1[N:7]=[C:6](Cl)[C:5]([N+:9]([O-:11])=[O:10])=[CH:4][N:3]=1.C(N(C(C)C)CC)(C)C.[I:21][C:22]1[C:23]([CH3:30])=[C:24]([CH:27]=[CH:28][CH:29]=1)[CH2:25][NH2:26]. (2) The reactants are: P(Br)(Br)([Br:3])=O.CN(C=O)C.[Br:11][C:12]1[CH:19]=[C:18]([CH2:20]O)[CH:17]=[CH:16][C:13]=1[CH:14]=[O:15].C([O-])(O)=O.[Na+]. Given the product [Br:11][C:12]1[CH:19]=[C:18]([CH2:20][Br:3])[CH:17]=[CH:16][C:13]=1[CH:14]=[O:15], predict the reactants needed to synthesize it.